Predict which catalyst facilitates the given reaction. From a dataset of Catalyst prediction with 721,799 reactions and 888 catalyst types from USPTO. (1) Reactant: C(OC([N:11]1[CH2:16][CH2:15][CH2:14][C@H:13]([C:17](=[O:25])[NH:18][C:19]2[CH:24]=[CH:23][CH:22]=[CH:21][CH:20]=2)[CH2:12]1)=O)C1C=CC=CC=1.[H][H]. Product: [C:19]1([NH:18][C:17]([CH:13]2[CH2:14][CH2:15][CH2:16][NH:11][CH2:12]2)=[O:25])[CH:20]=[CH:21][CH:22]=[CH:23][CH:24]=1. The catalyst class is: 19. (2) Reactant: [C:1]([O:5][C:6]([N:8]1[CH2:21][CH2:20][N:19]2[CH:10]([C:11](=[O:24])[NH:12][C:13]3[C:18]2=[N:17][CH:16]=[C:15]([CH2:22]O)[CH:14]=3)[CH2:9]1)=[O:7])([CH3:4])([CH3:3])[CH3:2].[I-].C(C[P+](C)(C)C)#N.C(N(C(C)C)C(C)C)C.Cl.[Cl:43][C:44]1[CH:49]=[CH:48][C:47]([N:50]2[CH2:55][CH2:54][NH:53][CH2:52][CH2:51]2)=[CH:46][CH:45]=1. Product: [C:1]([O:5][C:6]([N:8]1[CH2:21][CH2:20][N:19]2[CH:10]([C:11](=[O:24])[NH:12][C:13]3[C:18]2=[N:17][CH:16]=[C:15]([CH2:22][N:53]2[CH2:52][CH2:51][N:50]([C:47]4[CH:46]=[CH:45][C:44]([Cl:43])=[CH:49][CH:48]=4)[CH2:55][CH2:54]2)[CH:14]=3)[CH2:9]1)=[O:7])([CH3:4])([CH3:2])[CH3:3]. The catalyst class is: 397. (3) Reactant: [H-].[Na+].[CH3:3][C:4]1[CH:13]=[CH:12][C:11]2[C:6](=[CH:7][C:8]([O:14][CH2:15][C@H:16]([OH:18])[CH3:17])=[CH:9][CH:10]=2)[N:5]=1.[CH3:19]I. Product: [CH3:19][O:18][C@H:16]([CH3:17])[CH2:15][O:14][C:8]1[CH:7]=[C:6]2[C:11]([CH:12]=[CH:13][C:4]([CH3:3])=[N:5]2)=[CH:10][CH:9]=1. The catalyst class is: 3. (4) Reactant: [O:1]=[C:2]1[C:7]2[NH:8][CH:9]=[C:10]([C:11](=[O:21])[C:12]3[C:17]([F:18])=[CH:16][C:15]([F:19])=[CH:14][C:13]=3[F:20])[C:6]=2[CH:5]=[CH:4][N:3]1[CH2:22][C:23]1[N:24]=[C:25]2[CH:30]=[C:29]([C:31](N)=[O:32])[CH:28]=[CH:27][N:26]2[CH:34]=1.Cl.[OH2:36]. Product: [O:1]=[C:2]1[C:7]2[NH:8][CH:9]=[C:10]([C:11](=[O:21])[C:12]3[C:17]([F:18])=[CH:16][C:15]([F:19])=[CH:14][C:13]=3[F:20])[C:6]=2[CH:5]=[CH:4][N:3]1[CH2:22][C:23]1[N:24]=[C:25]2[CH:30]=[C:29]([C:31]([OH:36])=[O:32])[CH:28]=[CH:27][N:26]2[CH:34]=1. The catalyst class is: 23. (5) Reactant: [N:1]1([CH2:6][CH2:7][O:8][C:9]2[CH:14]=[CH:13][C:12]([NH:15][C:16]3[N:33]=[C:19]4[CH:20]=[CH:21][CH:22]=[C:23]([C:24]5[CH:25]=[N:26][N:27]([CH2:29][C:30]([OH:32])=O)[CH:28]=5)[N:18]4[N:17]=3)=[CH:11][CH:10]=2)[CH2:5][CH2:4][CH2:3][CH2:2]1.CCN=C=NCCCN(C)C.C(N(C(C)C)CC)(C)C.C1C=CC2N(O)N=NC=2C=1.[CH2:64]([NH2:69])[C:65]([CH3:68])([CH3:67])[CH3:66]. Product: [CH3:66][C:65]([CH3:68])([CH3:67])[CH2:64][NH:69][C:30](=[O:32])[CH2:29][N:27]1[CH:28]=[C:24]([C:23]2[N:18]3[N:17]=[C:16]([NH:15][C:12]4[CH:13]=[CH:14][C:9]([O:8][CH2:7][CH2:6][N:1]5[CH2:2][CH2:3][CH2:4][CH2:5]5)=[CH:10][CH:11]=4)[N:33]=[C:19]3[CH:20]=[CH:21][CH:22]=2)[CH:25]=[N:26]1. The catalyst class is: 9. (6) The catalyst class is: 10. Product: [F:1][C:2]1[CH:12]=[CH:11][C:10](/[CH:13]=[N:15]/[C:16]2[CH:24]=[CH:23][CH:22]=[C:21]3[C:17]=2[CH2:18][O:19][C:20]3=[O:25])=[CH:9][C:3]=1[C:4]([N:6]([CH3:7])[CH3:8])=[O:5]. Reactant: [F:1][C:2]1[CH:12]=[CH:11][C:10]([CH:13]=O)=[CH:9][C:3]=1[C:4]([N:6]([CH3:8])[CH3:7])=[O:5].[NH2:15][C:16]1[CH:24]=[CH:23][CH:22]=[C:21]2[C:17]=1[CH2:18][O:19][C:20]2=[O:25].S([O-])([O-])(=O)=O.[Mg+2]. (7) Reactant: [H-].[Na+].CN(C=O)C.[NH:8]1[CH:12]=[N:11][CH:10]=[N:9]1.Cl[C:14]1[C:19]([C:20]2[CH:25]=[CH:24][C:23]([Cl:26])=[CH:22][CH:21]=2)=[C:18]([CH3:27])[N:17]=[N:16][C:15]=1[CH3:28]. Product: [Cl:26][C:23]1[CH:22]=[CH:21][C:20]([C:19]2[C:14]([N:8]3[CH:12]=[N:11][CH:10]=[N:9]3)=[C:15]([CH3:28])[N:16]=[N:17][C:18]=2[CH3:27])=[CH:25][CH:24]=1. The catalyst class is: 13. (8) Reactant: [CH3:1][C:2]1[CH:18]=[CH:17][C:5]([C:6]([C:8]2[CH:13]=[CH:12][C:11]([N+:14]([O-:16])=[O:15])=[CH:10][CH:9]=2)=[O:7])=[CH:4][CH:3]=1.[Br:19]N1C(=O)CCC1=O. Product: [Br:19][CH2:1][C:2]1[CH:3]=[CH:4][C:5]([C:6]([C:8]2[CH:13]=[CH:12][C:11]([N+:14]([O-:16])=[O:15])=[CH:10][CH:9]=2)=[O:7])=[CH:17][CH:18]=1. The catalyst class is: 340. (9) Reactant: O=[C:2]1[CH2:8][O:7][CH2:6][CH2:5][N:4]([C:9]([O:11][C:12]([CH3:15])([CH3:14])[CH3:13])=[O:10])[CH2:3]1.CCN(CC)CC.Cl.[NH2:24][OH:25]. Product: [OH:25][N:24]=[C:2]1[CH2:8][O:7][CH2:6][CH2:5][N:4]([C:9]([O:11][C:12]([CH3:15])([CH3:14])[CH3:13])=[O:10])[CH2:3]1. The catalyst class is: 1.